From a dataset of Forward reaction prediction with 1.9M reactions from USPTO patents (1976-2016). Predict the product of the given reaction. (1) Given the reactants Br[C:2]1[CH:7]=[CH:6][C:5]([C:8]2[O:9][C:10]([CH3:20])=[C:11]([CH2:13][CH2:14][N:15]3[CH2:19][CH2:18][CH2:17][CH2:16]3)[N:12]=2)=[CH:4][CH:3]=1.[N:21]1[CH:26]=[CH:25][C:24](B(O)O)=[CH:23][CH:22]=1.C(Cl)Cl.C(=O)([O-])[O-].[Na+].[Na+], predict the reaction product. The product is: [CH3:20][C:10]1[O:9][C:8]([C:5]2[CH:6]=[CH:7][C:2]([C:24]3[CH:25]=[CH:26][N:21]=[CH:22][CH:23]=3)=[CH:3][CH:4]=2)=[N:12][C:11]=1[CH2:13][CH2:14][N:15]1[CH2:19][CH2:18][CH2:17][CH2:16]1. (2) Given the reactants [CH:1]1([CH2:4][N:5]2[C:9]3[CH:10]=[CH:11][C:12]([NH:14][C:15](=[O:17])[CH3:16])=[CH:13][C:8]=3[N:7]=[C:6]2[CH:18]([C:20]2[CH:25]=[CH:24][C:23]([O:26][CH2:27][CH3:28])=[CH:22][CH:21]=2)[CH3:19])[CH2:3][CH2:2]1.[H-].[Na+].I[CH3:32], predict the reaction product. The product is: [CH:1]1([CH2:4][N:5]2[C:9]3[CH:10]=[CH:11][C:12]([N:14]([CH3:32])[C:15](=[O:17])[CH3:16])=[CH:13][C:8]=3[N:7]=[C:6]2[CH:18]([C:20]2[CH:25]=[CH:24][C:23]([O:26][CH2:27][CH3:28])=[CH:22][CH:21]=2)[CH3:19])[CH2:3][CH2:2]1.